This data is from Peptide-MHC class II binding affinity with 134,281 pairs from IEDB. The task is: Regression. Given a peptide amino acid sequence and an MHC pseudo amino acid sequence, predict their binding affinity value. This is MHC class II binding data. The peptide sequence is AQGYQQLSRQMMTAF. The MHC is DRB1_1501 with pseudo-sequence DRB1_1501. The binding affinity (normalized) is 0.294.